This data is from NCI-60 drug combinations with 297,098 pairs across 59 cell lines. The task is: Regression. Given two drug SMILES strings and cell line genomic features, predict the synergy score measuring deviation from expected non-interaction effect. Drug 1: CC1=C(C=C(C=C1)C(=O)NC2=CC(=CC(=C2)C(F)(F)F)N3C=C(N=C3)C)NC4=NC=CC(=N4)C5=CN=CC=C5. Drug 2: C#CCC(CC1=CN=C2C(=N1)C(=NC(=N2)N)N)C3=CC=C(C=C3)C(=O)NC(CCC(=O)O)C(=O)O. Cell line: HCT-15. Synergy scores: CSS=64.2, Synergy_ZIP=8.28, Synergy_Bliss=7.19, Synergy_Loewe=-26.8, Synergy_HSA=3.77.